This data is from Catalyst prediction with 721,799 reactions and 888 catalyst types from USPTO. The task is: Predict which catalyst facilitates the given reaction. (1) The catalyst class is: 2. Product: [F:21][C:18]1[CH:19]=[CH:20][C:15]([C:5]2([CH2:10][OH:11])[C:4](=[O:22])[N:3]([C:23]3[CH:30]=[CH:29][C:26]([C:27]#[N:28])=[C:25]([C:31]([F:34])([F:32])[F:33])[CH:24]=3)[C:2](=[O:1])[N:6]2[CH2:7][C:8]#[CH:9])=[CH:16][CH:17]=1. Reactant: [O:1]=[C:2]1[N:6]([CH2:7][C:8]#[CH:9])[C:5]([C:15]2[CH:20]=[CH:19][C:18]([F:21])=[CH:17][CH:16]=2)([CH2:10][O:11]CC=C)[C:4](=[O:22])[N:3]1[C:23]1[CH:30]=[CH:29][C:26]([C:27]#[N:28])=[C:25]([C:31]([F:34])([F:33])[F:32])[CH:24]=1.C(=O)(O)[O-].[Na+]. (2) Reactant: [C:1]([NH:4][CH:5]([CH2:10][C:11]1[CH:16]=[CH:15][C:14](B2OC(C)(C)C(C)(C)O2)=[CH:13][CH:12]=1)[C:6]([O:8][CH3:9])=[O:7])(=[O:3])[CH3:2].C(=O)([O-])[O-].[K+].[K+].Br[C:33]1[C:34]([NH:39][C:40](=[O:46])[O:41][C:42]([CH3:45])([CH3:44])[CH3:43])=[N:35][N:36]([CH3:38])[CH:37]=1. Product: [C:1]([NH:4][CH:5]([CH2:10][C:11]1[CH:12]=[CH:13][C:14]([C:33]2[C:34]([NH:39][C:40]([O:41][C:42]([CH3:45])([CH3:44])[CH3:43])=[O:46])=[N:35][N:36]([CH3:38])[CH:37]=2)=[CH:15][CH:16]=1)[C:6]([O:8][CH3:9])=[O:7])(=[O:3])[CH3:2]. The catalyst class is: 35. (3) Reactant: CC(C)=O.[Cl:5][C:6]1[CH:7]=[CH:8][C:9]2[N:15](CC3C=CC(OC)=CC=3OC)[C:14](=[O:27])[C@@H:13]([CH2:28][C:29]([O:31][CH2:32][CH3:33])=[O:30])[O:12][C@H:11]([C:34]3[CH:39]=[CH:38][CH:37]=[C:36]([C:40]([F:43])([F:42])[F:41])[C:35]=3[O:44][CH3:45])[C:10]=2[CH:46]=1.O. Product: [Cl:5][C:6]1[CH:7]=[CH:8][C:9]2[NH:15][C:14](=[O:27])[C@@H:13]([CH2:28][C:29]([O:31][CH2:32][CH3:33])=[O:30])[O:12][C@H:11]([C:34]3[CH:39]=[CH:38][CH:37]=[C:36]([C:40]([F:41])([F:43])[F:42])[C:35]=3[O:44][CH3:45])[C:10]=2[CH:46]=1. The catalyst class is: 170. (4) Reactant: [Cl:1][C:2]1[CH:35]=[CH:34][C:5]([CH2:6][N:7]([C:23]2[CH:24]=[CH:25][C:26]([OH:33])=[C:27]([CH:32]=2)[C:28]([O:30]C)=[O:29])[C:8](=[O:22])[C:9]2[CH:14]=[CH:13][C:12]([O:15][C:16]3[CH:21]=[CH:20][CH:19]=[CH:18][CH:17]=3)=[CH:11][CH:10]=2)=[CH:4][CH:3]=1. Product: [Cl:1][C:2]1[CH:3]=[CH:4][C:5]([CH2:6][N:7]([C:23]2[CH:24]=[CH:25][C:26]([OH:33])=[C:27]([CH:32]=2)[C:28]([OH:30])=[O:29])[C:8](=[O:22])[C:9]2[CH:14]=[CH:13][C:12]([O:15][C:16]3[CH:21]=[CH:20][CH:19]=[CH:18][CH:17]=3)=[CH:11][CH:10]=2)=[CH:34][CH:35]=1. The catalyst class is: 23. (5) Reactant: Br[C:2]1[CH:7]=[CH:6][C:5]([OH:8])=[C:4]([CH3:9])[C:3]=1[Cl:10].[CH3:11][N:12]1CCCC1=O. Product: [Cl:10][C:3]1[C:4]([CH3:9])=[C:5]([OH:8])[CH:6]=[CH:7][C:2]=1[C:11]#[N:12]. The catalyst class is: 507. (6) Reactant: O.[OH-].[Li+].[F:4][C:5]1[CH:10]=[CH:9][C:8]([NH:11][C:12]2[C:13]3[C:20]([CH3:21])=[C:19]([C:22]([O:24]C)=[O:23])[S:18][C:14]=3[N:15]=[CH:16][N:17]=2)=[C:7]([O:26][CH:27]2[CH2:32][CH2:31][NH:30][CH2:29][CH2:28]2)[CH:6]=1.Cl. Product: [F:4][C:5]1[CH:10]=[CH:9][C:8]([NH:11][C:12]2[C:13]3[C:20]([CH3:21])=[C:19]([C:22]([OH:24])=[O:23])[S:18][C:14]=3[N:15]=[CH:16][N:17]=2)=[C:7]([O:26][CH:27]2[CH2:28][CH2:29][NH:30][CH2:31][CH2:32]2)[CH:6]=1. The catalyst class is: 90.